Dataset: Forward reaction prediction with 1.9M reactions from USPTO patents (1976-2016). Task: Predict the product of the given reaction. (1) Given the reactants C(OC(=O)[NH:10][CH:11]1[CH2:16][CH2:15][CH2:14][CH2:13][CH:12]1[C:17](=[O:25])[NH:18][CH:19]([C:23]#[N:24])[CH:20]1[CH2:22][CH2:21]1)C1C=CC=CC=1.[CH3:27][C:28]([OH:30])=[O:29].C1CCCCC1, predict the reaction product. The product is: [C:28]([OH:30])(=[O:29])[CH3:27].[C:23]([CH:19]([NH:18][C:17]([CH:12]1[CH2:13][CH2:14][CH2:15][CH2:16][CH:11]1[NH2:10])=[O:25])[CH:20]1[CH2:21][CH2:22]1)#[N:24]. (2) Given the reactants Br[C:2]1[CH:7]=[CH:6][C:5]([Cl:8])=[C:4]([O:9][CH3:10])[CH:3]=1.C([Li])CCC.C[O:17][B:18](OC)[O:19]C, predict the reaction product. The product is: [Cl:8][C:5]1[CH:6]=[CH:7][C:2]([B:18]([OH:19])[OH:17])=[CH:3][C:4]=1[O:9][CH3:10].